The task is: Predict the reaction yield, written as a fraction of the theoretical maximum amount of product (1.0 means a 100% yield; for example, 0.34 means a 34% yield).. This data is from Reaction yield outcomes from USPTO patents with 853,638 reactions. (1) The reactants are [H-].[Na+].F[C:4]1[CH:9]=[CH:8][C:7]([N+:10]([O-:12])=[O:11])=[CH:6][CH:5]=1.[F:13][C:14]1[CH:19]=[CH:18][C:17]([F:20])=[CH:16][C:15]=1[OH:21]. The catalyst is CN(C)C=O.O.Cl[Cu]. The product is [F:13][C:14]1[CH:19]=[CH:18][C:17]([F:20])=[CH:16][C:15]=1[O:21][C:4]1[CH:9]=[CH:8][C:7]([N+:10]([O-:12])=[O:11])=[CH:6][CH:5]=1. The yield is 0.810. (2) The reactants are [NH:1](C(OC(C)(C)C)=O)[C@H:2]([C:7]([OH:9])=[O:8])[CH2:3][CH:4]([CH3:6])[CH3:5].[CH3:17][N:18]1[C@@H:35]2[CH2:36][C:23]3[CH:24]=[CH:25][C:26]([O:37][CH3:38])=[C:27]4[O:28][C@H:29]5[C:30]([CH2:32][CH2:33][C@@H:34]2[C@:21]5([C:22]=34)[CH2:20][CH2:19]1)=[O:31].Cl. The catalyst is O1CCOCC1. The product is [NH2:1][C@H:2]([C:7]([OH:9])=[O:8])[CH2:3][CH:4]([CH3:6])[CH3:5].[CH3:17][N:18]1[C@@H:35]2[CH2:36][C:23]3[CH:24]=[CH:25][C:26]([O:37][CH3:38])=[C:27]4[O:28][C@H:29]5[C:30]([CH2:32][CH2:33][C@@H:34]2[C@:21]5([C:22]=34)[CH2:20][CH2:19]1)=[O:31]. The yield is 0.970. (3) The product is [CH3:15][Si:14]([CH3:17])([CH3:16])[C:9]1[S:10][CH:11]=[CH:12][C:8]=1[O:7][CH3:6]. The reactants are [Li]CCCC.[CH3:6][O:7][C:8]1[CH:12]=[CH:11][S:10][CH:9]=1.Cl[Si:14]([CH3:17])([CH3:16])[CH3:15]. The yield is 0.820. The catalyst is CCOCC. (4) The reactants are [CH3:1][S:2]([C:5]1[CH:10]=[CH:9][C:8]([C:11]2[C:12]([O:22][C:23]3[CH:28]=[CH:27][C:26]([O:29][CH2:30][CH2:31][N:32]4[CH2:37][CH2:36][CH2:35][CH2:34][CH2:33]4)=[CH:25][CH:24]=3)=[C:13]3[C:18](=[CH:19][CH:20]=2)[CH:17]=[C:16]([OH:21])[CH:15]=[CH:14]3)=[CH:7][CH:6]=1)(=[O:4])=[O:3].[CH2:38]([O:42][C:43](Cl)=[O:44])[CH:39]([CH3:41])[CH3:40].CCOCC. The catalyst is ClCCl. The product is [CH3:1][S:2]([C:5]1[CH:6]=[CH:7][C:8]([C:11]2[C:12]([O:22][C:23]3[CH:28]=[CH:27][C:26]([O:29][CH2:30][CH2:31][N:32]4[CH2:37][CH2:36][CH2:35][CH2:34][CH2:33]4)=[CH:25][CH:24]=3)=[C:13]3[C:18](=[CH:19][CH:20]=2)[CH:17]=[C:16]([O:21][C:43](=[O:44])[O:42][CH2:38][CH:39]([CH3:41])[CH3:40])[CH:15]=[CH:14]3)=[CH:9][CH:10]=1)(=[O:4])=[O:3]. The yield is 0.730.